This data is from Full USPTO retrosynthesis dataset with 1.9M reactions from patents (1976-2016). The task is: Predict the reactants needed to synthesize the given product. (1) Given the product [Br:1][C:2]1[CH:3]=[CH:4][C:5]([C:10]([Br:17])([F:11])[F:12])=[C:6]([CH:9]=1)[C:7]#[N:8], predict the reactants needed to synthesize it. The reactants are: [Br:1][C:2]1[CH:3]=[CH:4][C:5]([CH:10]([F:12])[F:11])=[C:6]([CH:9]=1)[C:7]#[N:8].C([Br:17])(Cl)(Cl)Cl.C([O-])([O-])=O.[Na+].[Na+]. (2) Given the product [C:18]([C:15]1[S:14][C:13]([O:12][C:8]2[CH:9]=[C:10]([CH3:11])[C:5]3[CH:4]([CH2:22][C:23]([O:25][CH2:26][CH3:27])=[O:24])[O:3][B:2]([OH:1])[C:6]=3[CH:7]=2)=[N:17][CH:16]=1)(=[NH:19])[NH2:21], predict the reactants needed to synthesize it. The reactants are: [OH:1][B:2]1[C:6]2[CH:7]=[C:8]([O:12][C:13]3[S:14][C:15]([C:18](=[NH:21])[NH:19]O)=[CH:16][N:17]=3)[CH:9]=[C:10]([CH3:11])[C:5]=2[CH:4]([CH2:22][C:23]([O:25][CH2:26][CH3:27])=[O:24])[O:3]1.C(OC(=O)C)(=O)C.